Dataset: Full USPTO retrosynthesis dataset with 1.9M reactions from patents (1976-2016). Task: Predict the reactants needed to synthesize the given product. (1) Given the product [F:30][C:26]1[CH:27]=[CH:28][CH:29]=[C:2]([F:1])[C:3]=1[CH2:4][O:5][C:6]1[C:7]2[N:8]([C:17]([C:21]([OH:23])=[O:22])=[C:18]([CH3:20])[N:19]=2)[CH:9]=[C:10]([N:12]2[CH2:13][CH2:14][CH2:15][CH2:16]2)[CH:11]=1, predict the reactants needed to synthesize it. The reactants are: [F:1][C:2]1[CH:29]=[CH:28][CH:27]=[C:26]([F:30])[C:3]=1[CH2:4][O:5][C:6]1[C:7]2[N:8]([C:17]([C:21]([O:23]CC)=[O:22])=[C:18]([CH3:20])[N:19]=2)[CH:9]=[C:10]([N:12]2[CH2:16][CH2:15][CH2:14][CH2:13]2)[CH:11]=1.[OH-].[Li+].Cl. (2) Given the product [CH3:28][C:25]1[CH:26]=[CH:27][C:22]([CH2:21][CH2:20][C:19]2[C:3]3[C:4](=[O:18])[N:5]([C:12]4[CH:17]=[CH:16][CH:15]=[CH:14][CH:13]=4)[C:6]4[N:7]=[CH:8][CH:9]=[CH:10][C:11]=4[C:2]=3[NH:32][N:31]=2)=[CH:23][CH:24]=1, predict the reactants needed to synthesize it. The reactants are: O[C:2]1[C:11]2[C:6](=[N:7][CH:8]=[CH:9][CH:10]=2)[N:5]([C:12]2[CH:17]=[CH:16][CH:15]=[CH:14][CH:13]=2)[C:4](=[O:18])[C:3]=1[C:19](=O)[CH2:20][CH2:21][C:22]1[CH:27]=[CH:26][C:25]([CH3:28])=[CH:24][CH:23]=1.O.[NH2:31][NH2:32].O. (3) Given the product [NH2:19][C:16]1[CH:15]=[CH:14][C:13]([C:11]2[N:12]=[C:8]([N:7]([C:22]3[CH:23]=[CH:24][C:25]([C:26]([O:28][CH2:29][CH3:30])=[O:27])=[CH:31][CH:32]=3)[CH3:6])[S:9][CH:10]=2)=[CH:18][CH:17]=1, predict the reactants needed to synthesize it. The reactants are: CN(C)C=O.[CH3:6][N:7]([C:22]1[CH:32]=[CH:31][C:25]([C:26]([O:28][CH2:29][CH3:30])=[O:27])=[CH:24][CH:23]=1)[C:8]1[S:9][CH:10]=[C:11]([C:13]2[CH:18]=[CH:17][C:16]([N+:19]([O-])=O)=[CH:15][CH:14]=2)[N:12]=1.S(S([O-])=O)([O-])=O.[Na+].[Na+].C(N(CC)CC)C. (4) Given the product [NH2:4][C:3]1[CH:5]=[CH:6][C:7]([CH:20]2[CH2:19][N:18]([C:16]([O:15][C:11]([CH3:14])([CH3:13])[CH3:12])=[O:17])[CH2:21]2)=[CH:8][C:2]=1[F:1], predict the reactants needed to synthesize it. The reactants are: [F:1][C:2]1[CH:8]=[C:7](I)[CH:6]=[CH:5][C:3]=1[NH2:4].[I-].[C:11]([O:15][C:16]([N:18]1[CH2:21][CH:20]([Zn+])[CH2:19]1)=[O:17])([CH3:14])([CH3:13])[CH3:12]. (5) Given the product [CH3:2][O:3][CH:4]=[CH:37][CH:35]1[NH:36][C:31](=[O:30])[CH2:32][CH2:33][CH2:34]1, predict the reactants needed to synthesize it. The reactants are: [Cl-].[CH3:2][O:3][CH2:4][P+](C1C=CC=CC=1)(C1C=CC=CC=1)C1C=CC=CC=1.CC(C)([O-])C.[Na+].[O:30]=[C:31]1[NH:36][CH:35]([CH:37]=O)[CH2:34][CH2:33][CH2:32]1. (6) Given the product [Cl:1][S:2]([C:11]1[CH:10]=[C:9]2[C:14](=[CH:13][CH:12]=1)[NH:6][C:7](=[O:15])[CH2:8]2)(=[O:5])=[O:3], predict the reactants needed to synthesize it. The reactants are: [Cl:1][S:2]([OH:5])(=O)=[O:3].[NH:6]1[C:14]2[C:9](=[CH:10][CH:11]=[CH:12][CH:13]=2)[CH2:8][C:7]1=[O:15].